From a dataset of Full USPTO retrosynthesis dataset with 1.9M reactions from patents (1976-2016). Predict the reactants needed to synthesize the given product. (1) Given the product [CH3:1][O:2][C:3]1[CH:4]=[CH:5][C:6]([C:7]([CH:9]2[CH2:10][CH2:11][N:12]([CH2:15][C:16]([NH:21][CH2:22][C:23]3[NH:24][C:25](=[O:32])[C:26]4[CH2:31][CH2:30][CH2:29][C:27]=4[N:28]=3)=[O:18])[CH2:13][CH2:14]2)=[O:8])=[CH:19][CH:20]=1, predict the reactants needed to synthesize it. The reactants are: [CH3:1][O:2][C:3]1[CH:20]=[CH:19][C:6]([C:7]([CH:9]2[CH2:14][CH2:13][N:12]([CH2:15][C:16]([OH:18])=O)[CH2:11][CH2:10]2)=[O:8])=[CH:5][CH:4]=1.[NH2:21][CH2:22][C:23]1[NH:24][C:25](=[O:32])[C:26]2[CH2:31][CH2:30][CH2:29][C:27]=2[N:28]=1. (2) The reactants are: [CH:1]([B-](F)(F)F)=[CH2:2].[K+].Br[C:9]1[CH:10]=[CH:11][C:12]([CH3:15])=[N:13][CH:14]=1.C1(P(C2C=CC=CC=2)C2C=CC=CC=2)C=CC=CC=1.C([O-])([O-])=O.[Cs+].[Cs+]. Given the product [CH3:15][C:12]1[CH:11]=[CH:10][C:9]([CH:1]=[CH2:2])=[CH:14][N:13]=1, predict the reactants needed to synthesize it.